Dataset: Forward reaction prediction with 1.9M reactions from USPTO patents (1976-2016). Task: Predict the product of the given reaction. (1) Given the reactants Cl[CH2:2][C:3]1[N:4]=[C:5]([S:8][CH2:9][CH2:10][C:11]([F:15])=[C:12]([F:14])[F:13])[O:6][CH:7]=1.[CH3:16][S-:17].[Na+].[I-].[Na+].CN(C)C=O, predict the reaction product. The product is: [CH3:16][S:17][CH2:2][C:3]1[N:4]=[C:5]([S:8][CH2:9][CH2:10][C:11]([F:15])=[C:12]([F:14])[F:13])[O:6][CH:7]=1. (2) Given the reactants I[C:2]1[N:6]2[CH:7]=[CH:8][CH:9]=[CH:10][C:5]2=[N:4][C:3]=1[CH2:11][O:12][C:13]1[CH:22]=[CH:21][CH:20]=[CH:19][C:14]=1[C:15]([O:17][CH3:18])=[O:16].[C:23]([C:25]1[CH:30]=[CH:29][C:28]([F:31])=[CH:27][CH:26]=1)#[CH:24].C(N(CC)CC)C.[Na+].[Cl-], predict the reaction product. The product is: [F:31][C:28]1[CH:29]=[CH:30][C:25]([C:23]#[C:24][C:2]2[N:6]3[CH:7]=[CH:8][CH:9]=[CH:10][C:5]3=[N:4][C:3]=2[CH2:11][O:12][C:13]2[CH:22]=[CH:21][CH:20]=[CH:19][C:14]=2[C:15]([O:17][CH3:18])=[O:16])=[CH:26][CH:27]=1. (3) Given the reactants C(O[C:4](=[O:20])[C:5](=[CH:11][NH:12][C:13]1[CH:18]=[CH:17][C:16]([F:19])=[CH:15][CH:14]=1)[C:6]([O:8][CH2:9][CH3:10])=[O:7])C, predict the reaction product. The product is: [CH2:9]([O:8][C:6]([C:5]1[C:4](=[O:20])[C:14]2[C:13](=[CH:18][CH:17]=[C:16]([F:19])[CH:15]=2)[NH:12][CH:11]=1)=[O:7])[CH3:10].